From a dataset of Forward reaction prediction with 1.9M reactions from USPTO patents (1976-2016). Predict the product of the given reaction. (1) Given the reactants N#N.[Cl:3][CH2:4][C:5]1[O:6][CH:7]=[C:8]([C:10]([OH:13])([CH3:12])[CH3:11])[N:9]=1.[CH3:14]I, predict the reaction product. The product is: [Cl:3][CH2:4][C:5]1[O:6][CH:7]=[C:8]([C:10]([O:13][CH3:14])([CH3:11])[CH3:12])[N:9]=1. (2) The product is: [Br:1][C:2]1[CH:3]=[C:4](/[CH:7]=[CH:16]/[C:17]([OH:19])=[O:18])[S:5][CH:6]=1. Given the reactants [Br:1][C:2]1[CH:3]=[C:4]([CH:7]=O)[S:5][CH:6]=1.N1CCCCC1.C(O)(=O)[CH2:16][C:17]([OH:19])=[O:18], predict the reaction product.